This data is from NCI-60 drug combinations with 297,098 pairs across 59 cell lines. The task is: Regression. Given two drug SMILES strings and cell line genomic features, predict the synergy score measuring deviation from expected non-interaction effect. (1) Drug 1: C1CCC(C(C1)N)N.C(=O)(C(=O)[O-])[O-].[Pt+4]. Drug 2: N.N.Cl[Pt+2]Cl. Cell line: MDA-MB-435. Synergy scores: CSS=35.6, Synergy_ZIP=-5.61, Synergy_Bliss=2.38, Synergy_Loewe=-1.09, Synergy_HSA=1.56. (2) Drug 1: C1CN1P(=S)(N2CC2)N3CC3. Drug 2: CCCCCOC(=O)NC1=NC(=O)N(C=C1F)C2C(C(C(O2)C)O)O. Cell line: RXF 393. Synergy scores: CSS=3.30, Synergy_ZIP=0.0790, Synergy_Bliss=1.78, Synergy_Loewe=-0.0246, Synergy_HSA=0.221. (3) Drug 1: CC1OCC2C(O1)C(C(C(O2)OC3C4COC(=O)C4C(C5=CC6=C(C=C35)OCO6)C7=CC(=C(C(=C7)OC)O)OC)O)O. Drug 2: C1CCC(CC1)NC(=O)N(CCCl)N=O. Cell line: OVCAR-4. Synergy scores: CSS=5.66, Synergy_ZIP=-3.21, Synergy_Bliss=0.391, Synergy_Loewe=1.96, Synergy_HSA=2.20. (4) Drug 1: C1=CC(=CC=C1CCCC(=O)O)N(CCCl)CCCl. Drug 2: CC1C(C(=O)NC(C(=O)N2CCCC2C(=O)N(CC(=O)N(C(C(=O)O1)C(C)C)C)C)C(C)C)NC(=O)C3=C4C(=C(C=C3)C)OC5=C(C(=O)C(=C(C5=N4)C(=O)NC6C(OC(=O)C(N(C(=O)CN(C(=O)C7CCCN7C(=O)C(NC6=O)C(C)C)C)C)C(C)C)C)N)C. Cell line: SK-MEL-2. Synergy scores: CSS=6.27, Synergy_ZIP=3.28, Synergy_Bliss=7.12, Synergy_Loewe=3.69, Synergy_HSA=4.84. (5) Drug 1: CC12CCC3C(C1CCC2NC(=O)OCC(F)(F)F)CCC4C3(C=CC(=O)N4C)C. Drug 2: C1=C(C(=O)NC(=O)N1)F. Cell line: T-47D. Synergy scores: CSS=15.4, Synergy_ZIP=-3.41, Synergy_Bliss=-0.223, Synergy_Loewe=0.823, Synergy_HSA=2.21. (6) Drug 1: CC1CCC2CC(C(=CC=CC=CC(CC(C(=O)C(C(C(=CC(C(=O)CC(OC(=O)C3CCCCN3C(=O)C(=O)C1(O2)O)C(C)CC4CCC(C(C4)OC)OCCO)C)C)O)OC)C)C)C)OC. Drug 2: N.N.Cl[Pt+2]Cl. Cell line: M14. Synergy scores: CSS=38.1, Synergy_ZIP=-0.306, Synergy_Bliss=0.824, Synergy_Loewe=-3.46, Synergy_HSA=1.58.